From a dataset of Forward reaction prediction with 1.9M reactions from USPTO patents (1976-2016). Predict the product of the given reaction. (1) Given the reactants [O:1]=[C:2]1[N:6]([CH2:7][CH2:8][CH2:9][CH2:10][CH2:11][CH2:12][C:13]([O:15][CH2:16][CH3:17])=[O:14])[C@@H:5](/[CH:18]=[CH:19]/[C:20](=[O:28])[CH2:21][C:22]2[CH:27]=[CH:26][CH:25]=[CH:24][CH:23]=2)[CH2:4][S:3]1.CO.C([BH3-])#N.[Na+], predict the reaction product. The product is: [OH:28][CH:20]([CH2:21][C:22]1[CH:23]=[CH:24][CH:25]=[CH:26][CH:27]=1)/[CH:19]=[CH:18]/[C@H:5]1[CH2:4][S:3][C:2](=[O:1])[N:6]1[CH2:7][CH2:8][CH2:9][CH2:10][CH2:11][CH2:12][C:13]([O:15][CH2:16][CH3:17])=[O:14]. (2) Given the reactants [N:1]1[CH:2]=[CH:3][N:4]2[CH:9]=[CH:8][CH:7]=[C:6]([C:10]3[CH:15]=[CH:14][C:13]([OH:16])=[CH:12][CH:11]=3)[C:5]=12.[H-].[Na+].Cl[C:20]1[N:24]([CH2:25][O:26][CH2:27][CH2:28][Si:29]([CH3:32])([CH3:31])[CH3:30])[C:23]2[CH:33]=[CH:34][CH:35]=[CH:36][C:22]=2[N:21]=1.O, predict the reaction product. The product is: [N:1]1[CH:2]=[CH:3][N:4]2[CH:9]=[CH:8][CH:7]=[C:6]([C:10]3[CH:15]=[CH:14][C:13]([O:16][C:20]4[N:24]([CH2:25][O:26][CH2:27][CH2:28][Si:29]([CH3:31])([CH3:32])[CH3:30])[C:23]5[CH:33]=[CH:34][CH:35]=[CH:36][C:22]=5[N:21]=4)=[CH:12][CH:11]=3)[C:5]=12. (3) Given the reactants [CH3:1][O:2][C:3]1[CH:4]=[C:5]2[C:10](=[CH:11][CH:12]=1)[O:9][CH:8]([C:13]1[CH:18]=[CH:17][CH:16]=[CH:15][CH:14]=1)[C:7]([CH2:19][NH2:20])=[CH:6]2.C(N(CC)CC)C.[C:28](Cl)(=[O:32])[CH2:29][CH2:30][CH3:31].Cl, predict the reaction product. The product is: [CH3:1][O:2][C:3]1[CH:4]=[C:5]2[C:10](=[CH:11][CH:12]=1)[O:9][CH:8]([C:13]1[CH:18]=[CH:17][CH:16]=[CH:15][CH:14]=1)[C:7]([CH2:19][NH:20][C:28](=[O:32])[CH2:29][CH2:30][CH3:31])=[CH:6]2. (4) Given the reactants [NH2:1][C:2]1[CH:3]=[C:4]2[O:11][CH2:10][CH:9]([NH:12][C:13](=[O:16])[CH2:14][CH3:15])[CH2:8][C:5]2=[N:6][CH:7]=1.[F:17][C:18]([F:31])([F:30])[O:19][C:20]1[CH:25]=[CH:24][C:23]([S:26](Cl)(=[O:28])=[O:27])=[CH:22][CH:21]=1, predict the reaction product. The product is: [F:31][C:18]([F:17])([F:30])[O:19][C:20]1[CH:25]=[CH:24][C:23]([S:26]([NH:1][C:2]2[CH:3]=[C:4]3[O:11][CH2:10][CH:9]([NH:12][C:13](=[O:16])[CH2:14][CH3:15])[CH2:8][C:5]3=[N:6][CH:7]=2)(=[O:28])=[O:27])=[CH:22][CH:21]=1. (5) Given the reactants [Cl:1][C:2]1[CH:10]=[C:9]2[C:5]([C:6]([CH2:21][CH:22]([CH3:24])[CH3:23])=[CH:7][N:8]2[C:11]2[S:15][C:14]([C:16]([O:18]CC)=[O:17])=[CH:13][CH:12]=2)=[CH:4][CH:3]=1.[OH-].[Na+], predict the reaction product. The product is: [Cl:1][C:2]1[CH:10]=[C:9]2[C:5]([C:6]([CH2:21][CH:22]([CH3:24])[CH3:23])=[CH:7][N:8]2[C:11]2[S:15][C:14]([C:16]([OH:18])=[O:17])=[CH:13][CH:12]=2)=[CH:4][CH:3]=1. (6) Given the reactants C([Li])CCC.C(NC(C)C)(C)C.[C:13]([N:20]1[CH2:25][CH2:24][C:23](=[O:26])[CH2:22][CH2:21]1)([O:15][C:16]([CH3:19])([CH3:18])[CH3:17])=[O:14].[C:27](OCC)(=[O:33])[C:28]([O:30][CH2:31][CH3:32])=[O:29].Cl, predict the reaction product. The product is: [C:16]([O:15][C:13]([N:20]1[CH2:25][CH2:24][C:23](=[O:26])[CH:22]([C:27](=[O:33])[C:28]([O:30][CH2:31][CH3:32])=[O:29])[CH2:21]1)=[O:14])([CH3:19])([CH3:18])[CH3:17].